From a dataset of Reaction yield outcomes from USPTO patents with 853,638 reactions. Predict the reaction yield, written as a fraction of the theoretical maximum amount of product (1.0 means a 100% yield; for example, 0.34 means a 34% yield). (1) The reactants are Cl[C:2]1[N:7]=[C:6]([C:8]2[CH:13]=[C:12]([Cl:14])[CH:11]=[CH:10][C:9]=2[CH3:15])[N:5]=[C:4]([NH:16][C:17]2[CH:22]=[CH:21][C:20]([CH2:23][OH:24])=[CH:19][CH:18]=2)[N:3]=1.[Cr](Cl)([O-])(=O)=O.[NH+:30]1C=CC=CC=1.C(OCC)C. The catalyst is ClCCl. The product is [NH2:30][C:2]1[N:7]=[C:6]([C:8]2[CH:13]=[C:12]([Cl:14])[CH:11]=[CH:10][C:9]=2[CH3:15])[N:5]=[C:4]([NH:16][C:17]2[CH:22]=[CH:21][C:20]([CH:23]=[O:24])=[CH:19][CH:18]=2)[N:3]=1. The yield is 0.0700. (2) The reactants are N[C:2]1[S:3][C:4]([C:9]([O:11][CH2:12][CH3:13])=[O:10])=[C:5]([CH2:7][CH3:8])[N:6]=1.B(F)(F)F.CCOCC.N(OC(C)(C)C)=O.[Na].[OH-].[Na+]. The catalyst is C1COCC1.O. The product is [CH2:7]([C:5]1[N:6]=[CH:2][S:3][C:4]=1[C:9]([O:11][CH2:12][CH3:13])=[O:10])[CH3:8]. The yield is 0.850. (3) The reactants are [BH-](OC(C)=O)(OC(C)=O)OC(C)=O.[Na+].[Br:15][C:16]([F:26])=[CH:17][C:18]1[CH:25]=[CH:24][C:21]([CH:22]=O)=[CH:20][CH:19]=1.[NH:27]1[CH2:32][CH2:31][O:30][CH2:29][CH2:28]1. The catalyst is C1COCC1. The product is [Br:15]/[C:16](/[F:26])=[CH:17]/[C:18]1[CH:25]=[CH:24][C:21]([CH2:22][N:27]2[CH2:32][CH2:31][O:30][CH2:29][CH2:28]2)=[CH:20][CH:19]=1. The yield is 0.639. (4) The reactants are Cl[C:2]1[C:7]([C:8]#[N:9])=[CH:6][CH:5]=[CH:4][N:3]=1.C([Sn](CCCC)(CCCC)[C:15]1[CH:20]=[CH:19][N:18]=[CH:17][CH:16]=1)CCC. No catalyst specified. The product is [N:3]1[CH:4]=[CH:5][CH:6]=[C:7]([C:8]#[N:9])[C:2]=1[C:15]1[CH:20]=[CH:19][N:18]=[CH:17][CH:16]=1. The yield is 0.390.